Dataset: Catalyst prediction with 721,799 reactions and 888 catalyst types from USPTO. Task: Predict which catalyst facilitates the given reaction. (1) The catalyst class is: 9. Reactant: [H-].[Na+].[F:3][C:4]1[CH:11]=[CH:10][C:7]([CH2:8]Br)=[CH:6][CH:5]=1.O.[NH:13]1[CH2:17][CH2:16][CH2:15][C:14]1=[O:18]. Product: [F:3][C:4]1[CH:11]=[CH:10][C:7]([CH2:8][N:13]2[CH2:17][CH2:16][CH2:15][C:14]2=[O:18])=[CH:6][CH:5]=1. (2) Reactant: [Cl:1][C:2]1[N:3]=[C:4](Cl)[C:5]2[N:10]=[N:9][N:8]([CH2:11][C:12]3[CH:17]=[CH:16][C:15]([O:18][CH3:19])=[CH:14][CH:13]=3)[C:6]=2[N:7]=1.[CH:21]([S:24][C:25]1[CH:31]=[CH:30][CH:29]=[CH:28][C:26]=1[NH2:27])([CH3:23])[CH3:22].C(OCC)(=O)C. Product: [Cl:1][C:2]1[N:3]=[C:4]([NH:27][C:26]2[CH:28]=[CH:29][CH:30]=[CH:31][C:25]=2[S:24][CH:21]([CH3:23])[CH3:22])[C:5]2[N:10]=[N:9][N:8]([CH2:11][C:12]3[CH:17]=[CH:16][C:15]([O:18][CH3:19])=[CH:14][CH:13]=3)[C:6]=2[N:7]=1. The catalyst class is: 12. (3) Reactant: [NH2:1][C:2]1[CH:3]=[C:4]([C:8]2[N:9]([C:17]([NH2:19])=[O:18])[C:10]3[C:15]([CH:16]=2)=[CH:14][CH:13]=[CH:12][CH:11]=3)[CH:5]=[CH:6][CH:7]=1.[CH2:20]([C:22]1[CH:23]=[C:24]([N:28]=[C:29]=[O:30])[CH:25]=[CH:26][CH:27]=1)[CH3:21]. Product: [CH2:20]([C:22]1[CH:23]=[C:24]([NH:28][C:29]([NH:1][C:2]2[CH:3]=[C:4]([C:8]3[N:9]([C:17]([NH2:19])=[O:18])[C:10]4[C:15]([CH:16]=3)=[CH:14][CH:13]=[CH:12][CH:11]=4)[CH:5]=[CH:6][CH:7]=2)=[O:30])[CH:25]=[CH:26][CH:27]=1)[CH3:21]. The catalyst class is: 56. (4) Reactant: [N+:1]([C:4]1[CH:9]=[CH:8][C:7]([N:10]2[CH2:15][CH2:14][C:13](=[O:16])[CH2:12][CH2:11]2)=[CH:6][CH:5]=1)([O-:3])=[O:2].[CH2:17](O)[CH2:18][OH:19].C1(C)C=CC(S(O)(=O)=O)=CC=1.O. Product: [N+:1]([C:4]1[CH:9]=[CH:8][C:7]([N:10]2[CH2:11][CH2:12][C:13]3([O:19][CH2:18][CH2:17][O:16]3)[CH2:14][CH2:15]2)=[CH:6][CH:5]=1)([O-:3])=[O:2]. The catalyst class is: 11. (5) Reactant: C([O-])(=O)C.[K+].[CH3:21][C:16]1([CH3:22])[C:17]([CH3:20])([CH3:19])[O:18][B:14]([B:14]2[O:18][C:17]([CH3:20])([CH3:19])[C:16]([CH3:22])([CH3:21])[O:15]2)[O:15]1.Br[C:25]1[CH:30]=[C:29]([F:31])[CH:28]=[C:27]([O:32][C:33]([CH3:36])([CH3:35])[CH3:34])[CH:26]=1. Product: [C:33]([O:32][C:27]1[CH:26]=[C:25]([B:14]2[O:15][C:16]([CH3:21])([CH3:22])[C:17]([CH3:19])([CH3:20])[O:18]2)[CH:30]=[C:29]([F:31])[CH:28]=1)([CH3:36])([CH3:34])[CH3:35]. The catalyst class is: 16.